From a dataset of Forward reaction prediction with 1.9M reactions from USPTO patents (1976-2016). Predict the product of the given reaction. (1) The product is: [NH2:5][C:4]1[C:3]2[C:2](=[N:9][C:8]([C:10]3[CH:11]=[CH:12][C:13]([CH2:16][N:17]4[CH2:22][CH2:21][CH:20]([C:23]5[NH:27][C:26]6[CH:28]=[C:29]([F:32])[CH:30]=[CH:31][C:25]=6[N:24]=5)[CH2:19][CH2:18]4)=[CH:14][CH:15]=3)=[C:7]([C:33]3[CH:38]=[CH:37][CH:36]=[CH:35][CH:34]=3)[CH:6]=2)[O:79][C:78]=1[C:77]([O:81][CH3:82])=[O:80]. Given the reactants Cl[C:2]1[N:9]=[C:8]([C:10]2[CH:15]=[CH:14][C:13]([CH2:16][N:17]3[CH2:22][CH2:21][CH:20]([C:23]4[NH:27][C:26]5[CH:28]=[C:29]([F:32])[CH:30]=[CH:31][C:25]=5[N:24]=4)[CH2:19][CH2:18]3)=[CH:12][CH:11]=2)[C:7]([C:33]2[CH:38]=[CH:37][CH:36]=[CH:35][CH:34]=2)=[CH:6][C:3]=1[C:4]#[N:5].ClC1N=C(C2C=CC(CN3CCC(N4C5C=CC=CC=5NC4=O)CC3)=CC=2)C(C2C=CC=CC=2)=CC=1C#N.[C:77]([O:81][CH3:82])(=[O:80])[CH2:78][OH:79].C[O-].[K+], predict the reaction product. (2) The product is: [F:1][C:2]1[CH:3]=[C:4]([N:9]2[C:10]3[N:11]=[CH:12][C:13]([F:31])=[CH:14][C:15]=3[C:16](=[O:17])[N:18]([C@H:19]3[CH2:23][CH2:22][N:21]([C:24]([O:26][C:27]([CH3:28])([CH3:30])[CH3:29])=[O:25])[CH2:20]3)[C:32]2=[O:33])[CH:5]=[CH:6][C:7]=1[F:8]. Given the reactants [F:1][C:2]1[CH:3]=[C:4]([NH:9][C:10]2[C:15]([C:16]([NH:18][C@H:19]3[CH2:23][CH2:22][N:21]([C:24]([O:26][C:27]([CH3:30])([CH3:29])[CH3:28])=[O:25])[CH2:20]3)=[O:17])=[CH:14][C:13]([F:31])=[CH:12][N:11]=2)[CH:5]=[CH:6][C:7]=1[F:8].[C:32](N1C=CN=C1)(N1C=CN=C1)=[O:33].[H-].[Na+].O, predict the reaction product. (3) Given the reactants [CH3:1][C:2]1([CH3:14])[C:6]([CH3:8])([CH3:7])[O:5][B:4]([C:9]2[CH:10]=[N:11][NH:12][CH:13]=2)[O:3]1.[CH3:15][C:16]([O:19][C:20](=[O:23])[CH2:21]Br)([CH3:18])[CH3:17].C(=O)([O-])[O-].[Cs+].[Cs+], predict the reaction product. The product is: [CH3:1][C:2]1([CH3:14])[C:6]([CH3:7])([CH3:8])[O:5][B:4]([C:9]2[CH:13]=[N:12][N:11]([CH2:21][C:20]([O:19][C:16]([CH3:18])([CH3:17])[CH3:15])=[O:23])[CH:10]=2)[O:3]1.